This data is from Forward reaction prediction with 1.9M reactions from USPTO patents (1976-2016). The task is: Predict the product of the given reaction. The product is: [Cl:21][C:18]1[CH:17]=[CH:16][C:15]([C:7]2[S:6][C:5]3[C:3](=[O:4])[N:12]([CH2:14][C:32]4[CH:35]=[CH:36][CH:37]=[C:30]([CH2:29][N:26]5[CH2:27][CH2:28][N:23]([CH3:22])[CH2:24][CH2:25]5)[CH:31]=4)[CH:11]=[N:10][C:9]=3[CH:8]=2)=[CH:20][CH:19]=1. Given the reactants CO[C:3]([C:5]1[S:6][C:7]([C:15]2[CH:20]=[CH:19][C:18]([Cl:21])=[CH:17][CH:16]=2)=[CH:8][C:9]=1[N:10]=[CH:11][N:12]([CH3:14])C)=[O:4].[CH3:22][N:23]1[CH2:28][CH2:27][N:26]([CH2:29][C:30]2[CH:31]=[C:32]([CH:35]=[CH:36][CH:37]=2)CN)[CH2:25][CH2:24]1.C1(O)C=CC=CC=1, predict the reaction product.